Task: Predict which catalyst facilitates the given reaction.. Dataset: Catalyst prediction with 721,799 reactions and 888 catalyst types from USPTO (1) Reactant: [N+:1]([C:4]1[CH:5]=[N:6][NH:7][CH:8]=1)([O-:3])=[O:2].IC.[C:11]([O-])([O-])=O.[K+].[K+]. Product: [CH3:11][N:6]1[CH:5]=[C:4]([N+:1]([O-:3])=[O:2])[CH:8]=[N:7]1. The catalyst class is: 23. (2) Reactant: Cl.[Br:2][C:3]1[CH:12]=[C:11]2[C:6]([CH2:7][CH2:8][CH2:9][C:10]2=[N:13]S(C(C)(C)C)=O)=[CH:5][CH:4]=1. Product: [Br:2][C:3]1[CH:12]=[C:11]2[C:6]([CH2:7][CH2:8][CH2:9][C:10]2=[NH:13])=[CH:5][CH:4]=1. The catalyst class is: 12. (3) Reactant: C([O:5][C:6](=[O:47])[C@@H:7]([NH:39]C(OC(C)(C)C)=O)[CH2:8][CH2:9][C:10](=[O:38])[NH:11][C:12]1[C:17]([C:18]2[O:22][N:21]=[C:20]([CH2:23][C:24]3[CH:29]=[CH:28][C:27]([CH2:30][O:31][C:32]4[CH:37]=[CH:36][CH:35]=[CH:34][N:33]=4)=[CH:26][CH:25]=3)[CH:19]=2)=[CH:16][CH:15]=[CH:14][N:13]=1)(C)(C)C.FC(F)(F)C(O)=O. Product: [NH2:39][C@@H:7]([CH2:8][CH2:9][C:10](=[O:38])[NH:11][C:12]1[C:17]([C:18]2[O:22][N:21]=[C:20]([CH2:23][C:24]3[CH:29]=[CH:28][C:27]([CH2:30][O:31][C:32]4[CH:37]=[CH:36][CH:35]=[CH:34][N:33]=4)=[CH:26][CH:25]=3)[CH:19]=2)=[CH:16][CH:15]=[CH:14][N:13]=1)[C:6]([OH:47])=[O:5]. The catalyst class is: 4. (4) Reactant: C(N(CC)CC)C.Cl.[Br:9][C:10]1[CH:15]=[CH:14][C:13]([CH:16]2[CH2:20][CH2:19][NH:18][CH2:17]2)=[CH:12][CH:11]=1.Cl[C:22]([O:24][CH3:25])=[O:23]. Product: [Br:9][C:10]1[CH:11]=[CH:12][C:13]([CH:16]2[CH2:20][CH2:19][N:18]([C:22]([O:24][CH3:25])=[O:23])[CH2:17]2)=[CH:14][CH:15]=1. The catalyst class is: 20. (5) The catalyst class is: 26. Reactant: [C:1]([N:4]1[CH2:9][CH2:8][NH:7][CH2:6][CH2:5]1)(=[O:3])[CH3:2].[Cl:10][C:11]1[C:16]([F:17])=[C:15]([CH:18]=O)[CH:14]=[CH:13][N:12]=1.[BH-](OC(C)=O)(OC(C)=O)OC(C)=O.[Na+].CC(O)=O. Product: [Cl:10][C:11]1[C:16]([F:17])=[C:15]([CH2:18][N:7]2[CH2:8][CH2:9][N:4]([C:1](=[O:3])[CH3:2])[CH2:5][CH2:6]2)[CH:14]=[CH:13][N:12]=1. (6) Reactant: [OH:1][C:2]1[CH:19]=[CH:18][CH:17]=[C:16]2[C:3]=1[O:4][C:5](=[O:23])[C:6]1[C:15]2=[CH:14][CH:13]=[C:12]2[C:7]=1[C:8]([CH3:22])=[CH:9][C:10]([CH3:21])([CH3:20])[NH:11]2.CI.[C:26](=O)([O-])[O-].[K+].[K+]. Product: [CH3:26][O:1][C:2]1[CH:19]=[CH:18][CH:17]=[C:16]2[C:3]=1[O:4][C:5](=[O:23])[C:6]1[C:15]2=[CH:14][CH:13]=[C:12]2[C:7]=1[C:8]([CH3:22])=[CH:9][C:10]([CH3:20])([CH3:21])[NH:11]2. The catalyst class is: 42.